Dataset: Reaction yield outcomes from USPTO patents with 853,638 reactions. Task: Predict the reaction yield, written as a fraction of the theoretical maximum amount of product (1.0 means a 100% yield; for example, 0.34 means a 34% yield). (1) The reactants are [CH3:1][N:2]1[C:6]([C:7]([OH:9])=O)=[CH:5][C:4]([C:10]([OH:12])=O)=[N:3]1.[C:13]([Cl:18])(=O)[C:14](Cl)=O.[C:19]([O:22][C:23]1[C:24]2[CH:44]=[CH:43][CH:42]=[CH:41][C:25]=2[C:26]2[C@H:27]([CH2:39][Cl:40])[CH2:28][N:29](C(OC(C)(C)C)=O)[C:30]=2[CH:31]=1)(=[O:21])[CH3:20]. The catalyst is ClCCl.CN(C)C=O.C(N(CC)CC)C. The product is [C:19]([O:22][C:23]1[C:24]2[CH:44]=[CH:43][CH:42]=[CH:41][C:25]=2[C:26]2[C@H:14]([CH2:13][Cl:18])[CH2:28][N:29]([C:7]([C:6]3[N:2]([CH3:1])[N:3]=[C:4]([C:10]([N:29]4[C:30]5[CH:31]=[C:23]([O:22][C:19](=[O:21])[CH3:20])[C:24]6[CH:44]=[CH:43][CH:42]=[CH:41][C:25]=6[C:26]=5[C@H:27]([CH2:39][Cl:40])[CH2:28]4)=[O:12])[CH:5]=3)=[O:9])[C:30]=2[CH:31]=1)(=[O:21])[CH3:20]. The yield is 0.150. (2) The reactants are [CH2:1]([N:5]([S:15]([C:18]1[CH:23]=[CH:22][C:21]([N+:24]([O-:26])=[O:25])=[CH:20][CH:19]=1)(=[O:17])=[O:16])[C@H:6]([C:12]([OH:14])=[O:13])[CH2:7][CH2:8][CH2:9][CH2:10][NH2:11])[CH:2]([CH3:4])[CH3:3].[O:27]([CH2:34][C:35](Cl)=[O:36])[C:28]1[CH:33]=[CH:32][CH:31]=[CH:30][CH:29]=1. No catalyst specified. The product is [CH2:1]([N:5]([S:15]([C:18]1[CH:23]=[CH:22][C:21]([N+:24]([O-:26])=[O:25])=[CH:20][CH:19]=1)(=[O:17])=[O:16])[C@H:6]([C:12]([OH:14])=[O:13])[CH2:7][CH2:8][CH2:9][CH2:10][NH:11][C:35](=[O:36])[CH2:34][O:27][C:28]1[CH:33]=[CH:32][CH:31]=[CH:30][CH:29]=1)[CH:2]([CH3:4])[CH3:3]. The yield is 0.880.